Dataset: Forward reaction prediction with 1.9M reactions from USPTO patents (1976-2016). Task: Predict the product of the given reaction. (1) Given the reactants C(OC([NH:8][C@@H:9]([CH3:40])[C:10]([O:12][C:13]1[CH:18]=[CH:17][C:16]([C@@H:19]2[CH2:24][CH2:23][N:22]([C@@H:25]3[CH2:29][CH2:28][N:27]([CH2:30][C:31]4[CH:36]=[CH:35][C:34]([CH3:37])=[CH:33][CH:32]=4)[C:26]3=[O:38])[CH2:21][C@H:20]2[F:39])=[CH:15][CH:14]=1)=[O:11])=O)(C)(C)C.[ClH:41].C(OCC)C, predict the reaction product. The product is: [ClH:41].[NH2:8][C@@H:9]([CH3:40])[C:10]([O:12][C:13]1[CH:18]=[CH:17][C:16]([C@@H:19]2[CH2:24][CH2:23][N:22]([C@@H:25]3[CH2:29][CH2:28][N:27]([CH2:30][C:31]4[CH:32]=[CH:33][C:34]([CH3:37])=[CH:35][CH:36]=4)[C:26]3=[O:38])[CH2:21][C@H:20]2[F:39])=[CH:15][CH:14]=1)=[O:11]. (2) Given the reactants [F:1][C:2]1[CH:7]=[CH:6][C:5](/[CH:8]=[CH:9]/[C:10]2[CH:15]=[C:14]([C:16]3[NH:20][C:19]([N:21]4[CH2:26][CH2:25][NH:24][CH2:23][CH2:22]4)=[C:18]([C:27]([NH2:29])=[O:28])[CH:17]=3)[CH:13]=[CH:12][N:11]=2)=[CH:4][CH:3]=1.[CH3:30][S:31](Cl)(=[O:33])=[O:32], predict the reaction product. The product is: [F:1][C:2]1[CH:7]=[CH:6][C:5](/[CH:8]=[CH:9]/[C:10]2[CH:15]=[C:14]([C:16]3[NH:20][C:19]([N:21]4[CH2:26][CH2:25][N:24]([S:31]([CH3:30])(=[O:33])=[O:32])[CH2:23][CH2:22]4)=[C:18]([C:27]([NH2:29])=[O:28])[CH:17]=3)[CH:13]=[CH:12][N:11]=2)=[CH:4][CH:3]=1. (3) Given the reactants O=P(Cl)(Cl)Cl.[Cl:6][C:7]1[C:8]([CH:13]([NH:30][C:31]([CH:33]2[CH2:36][CH2:35][CH2:34]2)=O)[C:14]2[CH:23]=[C:22]3[C:17]([CH:18]=[CH:19][C:20]([C:24]4[CH:29]=[CH:28][CH:27]=[CH:26][CH:25]=4)=[N:21]3)=[CH:16][CH:15]=2)=[N:9][CH:10]=[CH:11][N:12]=1, predict the reaction product. The product is: [Cl:6][C:7]1[C:8]2[N:9]([CH:31]([CH:33]3[CH2:36][CH2:35][CH2:34]3)[NH:30][C:13]=2[C:14]2[CH:23]=[C:22]3[C:17]([CH:18]=[CH:19][C:20]([C:24]4[CH:29]=[CH:28][CH:27]=[CH:26][CH:25]=4)=[N:21]3)=[CH:16][CH:15]=2)[CH:10]=[CH:11][N:12]=1. (4) Given the reactants C([O:3][C:4]([C:6]1[N:7]([C:24]2[CH:29]=[CH:28][C:27]([O:30][CH:31]([CH3:33])[CH3:32])=[CH:26][CH:25]=2)[C:8]2[C:13]([C:14]=1[NH:15][CH2:16][C:17](=[O:22])[C:18]([CH3:21])([CH3:20])[CH3:19])=[CH:12][C:11]([OH:23])=[CH:10][CH:9]=2)=[O:5])C.[Cl:34][C:35]1[CH:40]=[CH:39][C:38](B(O)O)=[CH:37][C:36]=1[O:44][C:45]([F:48])([F:47])[F:46], predict the reaction product. The product is: [Cl:34][C:35]1[CH:40]=[CH:39][C:38]([O:23][C:11]2[CH:12]=[C:13]3[C:8](=[CH:9][CH:10]=2)[N:7]([C:24]2[CH:29]=[CH:28][C:27]([O:30][CH:31]([CH3:33])[CH3:32])=[CH:26][CH:25]=2)[C:6]([C:4]([OH:3])=[O:5])=[C:14]3[NH:15][CH2:16][C:17](=[O:22])[C:18]([CH3:19])([CH3:21])[CH3:20])=[CH:37][C:36]=1[O:44][C:45]([F:46])([F:48])[F:47]. (5) Given the reactants C(OC([N:8]1[CH2:13][CH2:12][N:11]([C:14]2[C:19]([Cl:20])=[CH:18][C:17]([CH3:21])=[CH:16][N:15]=2)[CH2:10][CH2:9]1)=O)(C)(C)C.Cl.[C:23](OCC)(=O)[CH3:24], predict the reaction product. The product is: [ClH:20].[CH2:23]([C:19]1[C:14]([N:11]2[CH2:10][CH2:9][NH:8][CH2:13][CH2:12]2)=[N:15][CH:16]=[C:17]([CH3:21])[CH:18]=1)[CH3:24]. (6) Given the reactants Br[C:2]1[CH:7]=[CH:6][C:5](/[CH:8]=[CH:9]/[C@H:10]2[O:19][C@@H:13]3[O:14][C:15]([CH3:18])([CH3:17])[O:16][C@@H:12]3[C@@H:11]2[CH2:20][C:21]([O:23][CH2:24][CH3:25])=[O:22])=[CH:4][CH:3]=1.[Cl:26][C:27]1[CH:32]=[CH:31][C:30](B(O)O)=[CH:29][CH:28]=1.C(=O)([O-])[O-].[K+].[K+].C(OCC)(=O)C, predict the reaction product. The product is: [Cl:26][C:27]1[CH:32]=[CH:31][C:30]([C:2]2[CH:7]=[CH:6][C:5](/[CH:8]=[CH:9]/[C@H:10]3[O:19][C@@H:13]4[O:14][C:15]([CH3:18])([CH3:17])[O:16][C@@H:12]4[C@@H:11]3[CH2:20][C:21]([O:23][CH2:24][CH3:25])=[O:22])=[CH:4][CH:3]=2)=[CH:29][CH:28]=1. (7) The product is: [NH2:30][C:28]1[CH:29]=[C:3]([C:1]#[N:2])[CH:4]=[C:5]([CH:27]=1)[C:6]([NH:8][C:9]1[C:10]([CH3:26])=[CH:11][C:12]([C:16]([F:25])([C:17]([F:18])([F:19])[F:20])[C:21]([F:22])([F:23])[F:24])=[CH:13][C:14]=1[CH3:15])=[O:7]. Given the reactants [C:1]([C:3]1[CH:4]=[C:5]([CH:27]=[C:28]([N+:30]([O-])=O)[CH:29]=1)[C:6]([NH:8][C:9]1[C:14]([CH3:15])=[CH:13][C:12]([C:16]([F:25])([C:21]([F:24])([F:23])[F:22])[C:17]([F:20])([F:19])[F:18])=[CH:11][C:10]=1[CH3:26])=[O:7])#[N:2].[Sn](Cl)(Cl)(Cl)Cl.Cl, predict the reaction product. (8) Given the reactants CN(C)C=O.CS([O:10][CH2:11][CH2:12][C:13]([CH3:17])=[C:14]([F:16])[F:15])(=O)=O.[S:18]1[C:22]([C:23](O)=[O:24])=[CH:21][C:20]2[CH:26]=[CH:27][CH:28]=[CH:29][C:19]1=2.C(=O)([O-])O.[Na+], predict the reaction product. The product is: [S:18]1[C:22]([C:23]([O:10][CH2:11][CH2:12][C:13]([CH3:17])=[C:14]([F:15])[F:16])=[O:24])=[CH:21][C:20]2[CH:26]=[CH:27][CH:28]=[CH:29][C:19]1=2. (9) Given the reactants [F:1][C:2]1[CH:23]=[CH:22][CH:21]=[CH:20][C:3]=1[CH2:4][C:5]1([OH:19])[CH2:10][CH2:9][CH2:8][CH:7]([NH:11]C(=O)OC(C)(C)C)[CH2:6]1.[ClH:24], predict the reaction product. The product is: [ClH:24].[NH2:11][CH:7]1[CH2:8][CH2:9][CH2:10][C:5]([CH2:4][C:3]2[CH:20]=[CH:21][CH:22]=[CH:23][C:2]=2[F:1])([OH:19])[CH2:6]1. (10) Given the reactants C1C2CC3C(=CC=CC=3)C=2C=CC=1C(Cl)=O.CN.[CH3:19][NH:20][C:21]([C:23]1[CH:35]=[CH:34][C:33]2[C:32]3[C:27](=[CH:28][CH:29]=[CH:30][CH:31]=3)[CH2:26][C:25]=2[CH:24]=1)=O.[H-].[H-].[H-].[H-].[Li+].[Al+3], predict the reaction product. The product is: [CH3:19][NH:20][CH2:21][C:23]1[CH:35]=[CH:34][C:33]2[C:32]3[C:27](=[CH:28][CH:29]=[CH:30][CH:31]=3)[CH2:26][C:25]=2[CH:24]=1.